Dataset: Reaction yield outcomes from USPTO patents with 853,638 reactions. Task: Predict the reaction yield, written as a fraction of the theoretical maximum amount of product (1.0 means a 100% yield; for example, 0.34 means a 34% yield). (1) The reactants are [Br:1][C:2]1[CH:14]=[CH:13][C:12]2[C:11]3[C:6](=[CH:7][C:8]([Br:15])=[CH:9][CH:10]=3)[C:5]([CH2:17][CH2:18][CH2:19][CH2:20][N:21]3C(=O)C4C(=CC=CC=4)C3=O)([CH3:16])[C:4]=2[CH:3]=1.O.NN.Cl.ClCCl. The catalyst is C(O)C. The product is [Br:1][C:2]1[CH:14]=[CH:13][C:12]2[C:11]3[C:6](=[CH:7][C:8]([Br:15])=[CH:9][CH:10]=3)[C:5]([CH2:17][CH2:18][CH2:19][CH2:20][NH2:21])([CH3:16])[C:4]=2[CH:3]=1. The yield is 1.00. (2) The reactants are [O:1]=[C:2]1[C:10]2[C:5](=[CH:6][CH:7]=[CH:8][CH:9]=2)[C:4](=[O:11])[N:3]1[C:12]1[CH:17]=[C:16]([CH3:18])[C:15]([CH3:19])=[CH:14][N+:13]=1[O-].CCN(CC)CC.C([O-])(O)=O.[Na+].O=P(Cl)(Cl)[Cl:35]. No catalyst specified. The product is [Cl:35][C:14]1[N:13]=[C:12]([N:3]2[C:2](=[O:1])[C:10]3[C:5](=[CH:6][CH:7]=[CH:8][CH:9]=3)[C:4]2=[O:11])[CH:17]=[C:16]([CH3:18])[C:15]=1[CH3:19]. The yield is 0.410. (3) The reactants are [C:1]1([C:3](=[CH:5][CH:6]=[CH:7][CH:8]=1)[OH:4])[OH:2].[O:9]1[CH2:13][CH2:12][CH2:11][CH2:10]1.N1C=C[CH:17]=[CH:16][CH:15]=1.[C:20](Cl)(=[O:27])[C:21]1[CH:26]=[CH:25][CH:24]=[CH:23][CH:22]=1. The catalyst is O. The product is [C:13]([O:2][C:1]1[CH:8]=[CH:7][CH:6]=[CH:5][C:3]=1[O:4][C:20](=[O:27])[C:21]1[CH:26]=[CH:25][CH:24]=[CH:23][CH:22]=1)(=[O:9])[C:12]1[CH:17]=[CH:16][CH:15]=[CH:10][CH:11]=1. The yield is 0.940. (4) The reactants are [CH3:1][C:2]([CH3:8])([CH3:7])[CH2:3][C:4](Cl)=[O:5].C(N(CC)CC)C.[Br:16][C:17]1[CH:22]=[C:21]([CH3:23])[C:20]([NH2:24])=[C:19]([CH3:25])[CH:18]=1.O. The catalyst is C(#N)C. The product is [Br:16][C:17]1[CH:22]=[C:21]([CH3:23])[C:20]([NH:24][C:4](=[O:5])[CH2:3][C:2]([CH3:8])([CH3:7])[CH3:1])=[C:19]([CH3:25])[CH:18]=1. The yield is 1.00. (5) The reactants are [CH3:1][CH:2]([CH3:60])[C@H:3]([NH:55][C:56](=[O:59])[O:57][CH3:58])[C:4]([N:6]1[CH2:10][CH2:9][CH2:8][C@H:7]1[C:11]1[NH:12][CH:13]=[C:14]([C:16]2[CH:21]=[CH:20][C:19]([C:22]3[CH:27]=[CH:26][C:25]([C:28](=O)[CH2:29][NH:30][C:31]([CH:33]4[CH2:37][CH2:36][C:35]5([CH2:42][CH2:41][O:40][CH2:39][CH2:38]5)[N:34]4[C:43](=[O:53])[C@@H:44]([NH:48][C:49]([O:51][CH3:52])=[O:50])[CH:45]([CH3:47])[CH3:46])=O)=[CH:24][CH:23]=3)=[CH:18][CH:17]=2)[N:15]=1)=[O:5].C([O-])(=O)C.[NH4+:65]. The catalyst is O1CCOCC1. The product is [CH3:60][CH:2]([CH3:1])[C@H:3]([NH:55][C:56](=[O:59])[O:57][CH3:58])[C:4]([N:6]1[CH2:10][CH2:9][CH2:8][C@H:7]1[C:11]1[NH:12][CH:13]=[C:14]([C:16]2[CH:17]=[CH:18][C:19]([C:22]3[CH:23]=[CH:24][C:25]([C:28]4[N:65]=[C:31]([CH:33]5[CH2:37][CH2:36][C:35]6([CH2:38][CH2:39][O:40][CH2:41][CH2:42]6)[N:34]5[C:43](=[O:53])[C@@H:44]([NH:48][C:49]([O:51][CH3:52])=[O:50])[CH:45]([CH3:47])[CH3:46])[NH:30][CH:29]=4)=[CH:26][CH:27]=3)=[CH:20][CH:21]=2)[N:15]=1)=[O:5]. The yield is 0.140. (6) The reactants are II.F[C:4](F)(F)[C:5]([O:7][C:8]1[C:13]([F:14])=[C:12]([F:15])[C:11]([F:16])=[C:10]([F:17])[C:9]=1[F:18])=[O:6].[CH:38]1[CH:39]=[CH:34]C(P([C:34]2[CH:39]=[CH:38][CH:37]=[CH:36]C=2)[C:38]2[CH:39]=[CH:34]C=[CH:36][CH:37]=2)=[CH:36][CH:37]=1.[NH:40]1[CH:44]=CN=C1. The catalyst is C(#N)C.C(OCC)C. The product is [C:44]([C:39]1[CH:34]=[C:4]([CH:36]=[CH:37][C:38]=1[O:7][CH:8]([CH3:13])[CH3:9])[C:5]([O:7][C:8]1[C:13]([F:14])=[C:12]([F:15])[C:11]([F:16])=[C:10]([F:17])[C:9]=1[F:18])=[O:6])#[N:40]. The yield is 0.920. (7) The reactants are O1C2[CH:7]=[CH:8][C:9]([CH2:11][NH:12][C:13]3[CH:14]=[C:15]([CH:18]=[CH:19][C:20]=3F)[C:16]#[N:17])=[CH:10]C=2OCC1.NC1C=C(C=CC=1)C#N.[S:31]1C=CC(C=O)=C1. No catalyst specified. The product is [S:31]1[CH:7]=[CH:8][C:9]([CH2:11][NH:12][C:13]2[CH:14]=[C:15]([CH:18]=[CH:19][CH:20]=2)[C:16]#[N:17])=[CH:10]1. The yield is 0.840.